From a dataset of Forward reaction prediction with 1.9M reactions from USPTO patents (1976-2016). Predict the product of the given reaction. (1) Given the reactants [CH2:1]([O:3][C:4]([C:6]1[N:7]([NH:17][C:18](=[O:30])[C:19]2[CH:24]=[CH:23][CH:22]=[CH:21][C:20]=2[C:25](OCC)=[O:26])[CH:8]=[C:9]([C:12]([O:14][CH2:15][CH3:16])=[O:13])[C:10]=1[OH:11])=[O:5])[CH3:2].[C:31]([O-])([O-])=O.[K+].[K+].S(OC)(OC)(=O)=O, predict the reaction product. The product is: [CH2:1]([O:3][C:4]([C:6]1[N:7]([N:17]2[C:18](=[O:30])[C:19]3[C:20](=[CH:21][CH:22]=[CH:23][CH:24]=3)[C:25]2=[O:26])[CH:8]=[C:9]([C:12]([O:14][CH2:15][CH3:16])=[O:13])[C:10]=1[O:11][CH3:31])=[O:5])[CH3:2]. (2) Given the reactants [Cl:1][C:2]1[CH:3]=[C:4]([CH:7]=[C:8]([O:10][C:11]2[C:16]([Cl:17])=[C:15]([CH3:18])[NH:14][C:13](=[O:19])[C:12]=2[Cl:20])[CH:9]=1)[C:5]#[N:6].[CH3:21]I, predict the reaction product. The product is: [Cl:1][C:2]1[CH:3]=[C:4]([CH:7]=[C:8]([O:10][C:11]2[C:16]([Cl:17])=[C:15]([CH3:18])[N:14]=[C:13]([O:19][CH3:21])[C:12]=2[Cl:20])[CH:9]=1)[C:5]#[N:6]. (3) Given the reactants Cl[C:2]1[CH:7]=[C:6]([Cl:8])[N:5]=[CH:4][N:3]=1.Cl.[CH3:10][O:11][C:12](=[O:22])[C@@H:13]([CH2:15][C:16]1[CH:21]=[CH:20][CH:19]=[CH:18][CH:17]=1)[NH2:14].C(N(CC)C(C)C)(C)C, predict the reaction product. The product is: [Cl:8][C:6]1[N:5]=[CH:4][N:3]=[C:2]([NH:14][C@@H:13]([C:12]([O:11][CH3:10])=[O:22])[CH2:15][C:16]2[CH:21]=[CH:20][CH:19]=[CH:18][CH:17]=2)[CH:7]=1. (4) Given the reactants [CH3:1][C:2]1([CH3:34])[O:6][C@H:5]([C@@:7]([OH:31])([CH:29]=C)[CH2:8][O:9][C:10]([C:23]2[CH:28]=[CH:27][CH:26]=[CH:25][CH:24]=2)([C:17]2[CH:22]=[CH:21][CH:20]=[CH:19][CH:18]=2)[C:11]2[CH:16]=[CH:15][CH:14]=[CH:13][CH:12]=2)[C@H:4]([CH:32]=C)[O:3]1, predict the reaction product. The product is: [CH3:34][C:2]1([CH3:1])[O:3][C@H:4]2[CH:32]=[CH:29][C@:7]([CH2:8][O:9][C:10]([C:23]3[CH:28]=[CH:27][CH:26]=[CH:25][CH:24]=3)([C:11]3[CH:16]=[CH:15][CH:14]=[CH:13][CH:12]=3)[C:17]3[CH:22]=[CH:21][CH:20]=[CH:19][CH:18]=3)([OH:31])[C@H:5]2[O:6]1. (5) Given the reactants [C:1]([N:4]1[C:13]2[C:8](=[CH:9][C:10]([NH2:14])=[CH:11][CH:12]=2)[C:7]([C:16]2[CH:21]=[CH:20][CH:19]=[CH:18][CH:17]=2)([CH3:15])[CH2:6][C:5]1([CH3:23])[CH3:22])(=[O:3])[CH3:2].[CH3:24][O:25][C:26]1[CH:34]=[CH:33][CH:32]=[CH:31][C:27]=1[C:28](Cl)=[O:29].C(N(CC)C(C)C)(C)C, predict the reaction product. The product is: [C:1]([N:4]1[C:13]2[C:8](=[CH:9][C:10]([NH:14][C:28](=[O:29])[C:27]3[CH:31]=[CH:32][CH:33]=[CH:34][C:26]=3[O:25][CH3:24])=[CH:11][CH:12]=2)[C:7]([C:16]2[CH:21]=[CH:20][CH:19]=[CH:18][CH:17]=2)([CH3:15])[CH2:6][C:5]1([CH3:23])[CH3:22])(=[O:3])[CH3:2]. (6) Given the reactants Br[CH2:2][CH2:3][O:4][CH:5]1[CH2:10][CH2:9][CH2:8][CH2:7][O:6]1.[OH:11][CH:12]1[CH2:17][CH2:16][NH:15][CH2:14][CH2:13]1.C(=O)([O-])[O-].[K+].[K+].ClCCl, predict the reaction product. The product is: [O:6]1[CH2:7][CH2:8][CH2:9][CH2:10][CH:5]1[O:4][CH2:3][CH2:2][N:15]1[CH2:16][CH2:17][CH:12]([OH:11])[CH2:13][CH2:14]1. (7) Given the reactants Br[CH2:2][C:3]([NH:5][C:6]1[CH:11]=[CH:10][C:9]([C:12]2([C:17]3[CH:22]=[CH:21][C:20]([Cl:23])=[CH:19][CH:18]=3)[O:16][CH2:15][CH2:14][O:13]2)=[CH:8][C:7]=1[CH:24]([C:26]1[CH:31]=[CH:30][CH:29]=[C:28]([Cl:32])[CH:27]=1)[OH:25])=[O:4].CC(O)(C)C.[K].Cl, predict the reaction product. The product is: [Cl:32][C:28]1[CH:27]=[C:26]([CH:24]2[C:7]3[CH:8]=[C:9]([C:12]4([C:17]5[CH:22]=[CH:21][C:20]([Cl:23])=[CH:19][CH:18]=5)[O:16][CH2:15][CH2:14][O:13]4)[CH:10]=[CH:11][C:6]=3[NH:5][C:3](=[O:4])[CH2:2][O:25]2)[CH:31]=[CH:30][CH:29]=1. (8) Given the reactants C([O-])(=O)C.[Na+].[CH3:6][O:7][C:8]([C:10]1[CH:11]=[C:12]([CH3:30])[C:13]2[O:19][C:18]3[C:20]([Cl:26])=[CH:21][C:22]([CH2:24][NH2:25])=[CH:23][C:17]=3[CH2:16][S:15](=[O:28])(=[O:27])[C:14]=2[CH:29]=1)=[O:9].[CH:31](=O)[C:32]1[CH:37]=[CH:36][CH:35]=[CH:34][CH:33]=1.[BH4-].[Na+].C(=O)(O)[O-].[Na+], predict the reaction product. The product is: [CH3:6][O:7][C:8]([C:10]1[CH:11]=[C:12]([CH3:30])[C:13]2[O:19][C:18]3[C:20]([Cl:26])=[CH:21][C:22]([CH2:24][NH:25][CH2:31][C:32]4[CH:37]=[CH:36][CH:35]=[CH:34][CH:33]=4)=[CH:23][C:17]=3[CH2:16][S:15](=[O:27])(=[O:28])[C:14]=2[CH:29]=1)=[O:9]. (9) Given the reactants [CH:1]([N:4]1[CH2:9][CH2:8][CH:7]([NH:10][C:11]2[CH:12]=[C:13]([CH:16]=[CH:17][CH:18]=2)[CH:14]=O)[CH2:6][CH2:5]1)([CH3:3])[CH3:2].[NH2:19][C:20]1[CH:28]=[C:27]([O:29][CH3:30])[CH:26]=[C:25]([O:31][CH3:32])[C:21]=1[C:22]([NH2:24])=[O:23].S(=O)(O)[O-].[Na+], predict the reaction product. The product is: [CH:1]([N:4]1[CH2:9][CH2:8][CH:7]([NH:10][C:11]2[CH:12]=[C:13]([C:14]3[NH:24][C:22](=[O:23])[C:21]4[C:20](=[CH:28][C:27]([O:29][CH3:30])=[CH:26][C:25]=4[O:31][CH3:32])[N:19]=3)[CH:16]=[CH:17][CH:18]=2)[CH2:6][CH2:5]1)([CH3:3])[CH3:2].